Dataset: Forward reaction prediction with 1.9M reactions from USPTO patents (1976-2016). Task: Predict the product of the given reaction. (1) Given the reactants [CH3:1][N:2]1[C:7]2[CH:8]=[C:9]([CH2:12][C:13]([C:15]3[CH:20]=[CH:19][CH:18]=[C:17]([CH3:21])[N:16]=3)=O)[CH:10]=[CH:11][C:6]=2[O:5][CH2:4][C:3]1=[O:22].[NH+]1C=CC=CC=1.[NH2:29][C:30]([NH2:32])=[S:31], predict the reaction product. The product is: [CH3:1][N:2]1[C:7]2[CH:8]=[C:9]([C:12]3[S:31][C:30]([NH2:32])=[N:29][C:13]=3[C:15]3[CH:20]=[CH:19][CH:18]=[C:17]([CH3:21])[N:16]=3)[CH:10]=[CH:11][C:6]=2[O:5][CH2:4][C:3]1=[O:22]. (2) Given the reactants [I:1][CH2:2][C:3](O[C:3](=[O:4])[CH2:2][I:1])=[O:4].[NH2:10][CH2:11][CH2:12][O:13][CH2:14][CH2:15][O:16][CH2:17][CH2:18][O:19][CH2:20][CH2:21][O:22][CH2:23][CH2:24][C:25](=[O:92])[NH:26][CH2:27][C:28]#[C:29][C:30]1[CH:31]=[C:32]([CH2:64][O:65][C:66]2[C:67]([O:90][CH3:91])=[CH:68][C:69]3[C:75](=[O:76])[N:74]4[CH:77]=[C:78]([CH3:80])[CH2:79][C@H:73]4[C@H:72]([OH:81])[N:71]([C:82]([O:84][C:85]([CH3:88])([CH3:87])[CH3:86])=[O:83])[C:70]=3[CH:89]=2)[CH:33]=[C:34]([CH2:36][O:37][C:38]2[C:39]([O:62][CH3:63])=[CH:40][C:41]3[C:47](=[O:48])[N:46]4[CH:49]=[C:50]([CH3:52])[CH2:51][C@H:45]4[C@H:44]([OH:53])[N:43]([C:54]([O:56][C:57]([CH3:60])([CH3:59])[CH3:58])=[O:55])[C:42]=3[CH:61]=2)[CH:35]=1, predict the reaction product. The product is: [I:1][CH2:2][C:3](=[O:4])[NH:10][CH2:11][CH2:12][O:13][CH2:14][CH2:15][O:16][CH2:17][CH2:18][O:19][CH2:20][CH2:21][O:22][CH2:23][CH2:24][C:25](=[O:92])[NH:26][CH2:27][C:28]#[C:29][C:30]1[CH:31]=[C:32]([CH2:64][O:65][C:66]2[C:67]([O:90][CH3:91])=[CH:68][C:69]3[C:75](=[O:76])[N:74]4[CH:77]=[C:78]([CH3:80])[CH2:79][C@H:73]4[C@H:72]([OH:81])[N:71]([C:82]([O:84][C:85]([CH3:88])([CH3:87])[CH3:86])=[O:83])[C:70]=3[CH:89]=2)[CH:33]=[C:34]([CH2:36][O:37][C:38]2[C:39]([O:62][CH3:63])=[CH:40][C:41]3[C:47](=[O:48])[N:46]4[CH:49]=[C:50]([CH3:52])[CH2:51][C@H:45]4[C@H:44]([OH:53])[N:43]([C:54]([O:56][C:57]([CH3:59])([CH3:60])[CH3:58])=[O:55])[C:42]=3[CH:61]=2)[CH:35]=1. (3) Given the reactants CCN=C=NC[CH2:7][CH2:8][N:9]([CH3:11])C.C1C=CC2N(O)N=NC=2C=1.C(N(C(C)C)CC)(C)C.[Cl:31][C:32]1[S:36][C:35]([C:37]2[N:38]=[C:39]([N:47]3[C:55]4[C:50](=[CH:51][CH:52]=[C:53]([O:56][CH2:57][C:58]([OH:60])=O)[CH:54]=4)[CH2:49][CH2:48]3)[C:40]3[CH2:45][S:44](=[O:46])[CH2:43][C:41]=3[N:42]=2)=[CH:34][CH:33]=1.N1CCC1, predict the reaction product. The product is: [N:9]1([C:58](=[O:60])[CH2:57][O:56][C:53]2[CH:54]=[C:55]3[C:50]([CH2:49][CH2:48][N:47]3[C:39]3[C:40]4[CH2:45][S:44](=[O:46])[CH2:43][C:41]=4[N:42]=[C:37]([C:35]4[S:36][C:32]([Cl:31])=[CH:33][CH:34]=4)[N:38]=3)=[CH:51][CH:52]=2)[CH2:8][CH2:7][CH2:11]1. (4) Given the reactants [CH3:1][CH:2]1[CH2:8][C:7](=[O:9])[O:6][C:4](=[O:5])[CH2:3]1.[NH2:10][C:11]1[CH:16]=[CH:15][N:14]=[CH:13][CH:12]=1, predict the reaction product. The product is: [CH3:1][CH:2]([CH2:3][C:4](=[O:5])[NH:10][C:11]1[CH:16]=[CH:15][N:14]=[CH:13][CH:12]=1)[CH2:8][C:7]([OH:6])=[O:9]. (5) Given the reactants [CH2:1]([N:4]=[C:5]=[O:6])[CH:2]=[CH2:3].ClCCNC(=O)[NH:12][C:13]1[N:18]=[CH:17][C:16]([O:19][C:20]2[CH:21]=[C:22]([NH:26][C:27]([N:29]3[CH2:33][CH2:32][N:31]([C:34]4[CH:39]=[CH:38][C:37]([F:40])=[CH:36][CH:35]=4)[C:30]3=[O:41])=[O:28])[CH:23]=[CH:24][CH:25]=2)=[CH:15][CH:14]=1, predict the reaction product. The product is: [CH2:1]([NH:4][C:5](=[O:6])[NH:12][C:13]1[N:18]=[CH:17][C:16]([O:19][C:20]2[CH:21]=[C:22]([NH:26][C:27]([N:29]3[CH2:33][CH2:32][N:31]([C:34]4[CH:39]=[CH:38][C:37]([F:40])=[CH:36][CH:35]=4)[C:30]3=[O:41])=[O:28])[CH:23]=[CH:24][CH:25]=2)=[CH:15][CH:14]=1)[CH:2]=[CH2:3]. (6) Given the reactants [CH3:1][O:2][C:3]1[CH:11]=[CH:10][C:9]([S:12](=[O:15])(=[O:14])[NH2:13])=[CH:8][C:4]=1[C:5]([OH:7])=O.[F:16][C:17]([F:30])([F:29])[C:18]1[CH:19]=[C:20]([CH:22]=[C:23]([C:25]([F:28])([F:27])[F:26])[CH:24]=1)[NH2:21], predict the reaction product. The product is: [F:16][C:17]([F:29])([F:30])[C:18]1[CH:19]=[C:20]([NH:21][C:5](=[O:7])[C:4]2[CH:8]=[C:9]([S:12](=[O:15])(=[O:14])[NH2:13])[CH:10]=[CH:11][C:3]=2[O:2][CH3:1])[CH:22]=[C:23]([C:25]([F:26])([F:28])[F:27])[CH:24]=1. (7) Given the reactants [OH:1][C:2]([C:4]([F:7])([F:6])[F:5])=[O:3].C(O[CH2:16][CH2:17][CH2:18][N:19]1[C:23](=[O:24])[C:22]2([CH2:29][CH2:28][N:27]([C@H:30]3[CH2:35][CH2:34][C@H:33]([CH:36]([CH3:38])[CH3:37])[CH2:32][CH2:31]3)[CH2:26][CH2:25]2)[N:21]([C:39]2[CH:44]=[CH:43][CH:42]=[CH:41][CH:40]=2)[CH2:20]1)C1C=CC=CC=1.[BrH:45], predict the reaction product. The product is: [OH:3][C:2]([C:4]([F:7])([F:6])[F:5])=[O:1].[Br:45][CH2:16][CH2:17][CH2:18][N:19]1[C:23](=[O:24])[C:22]2([CH2:29][CH2:28][N:27]([C@H:30]3[CH2:35][CH2:34][C@H:33]([CH:36]([CH3:38])[CH3:37])[CH2:32][CH2:31]3)[CH2:26][CH2:25]2)[N:21]([C:39]2[CH:44]=[CH:43][CH:42]=[CH:41][CH:40]=2)[CH2:20]1. (8) Given the reactants [CH2:1]([O:8][C:9]([N:11]1[C@H:16]([CH2:17][OH:18])[C@@H:15]2[C@H:19]([OH:20])[C@H:12]1[C@H:13]([O:21][CH3:22])[O:14]2)=[O:10])[C:2]1[CH:7]=[CH:6][CH:5]=[CH:4][CH:3]=1.[Si:23](Cl)([C:26]([CH3:29])([CH3:28])[CH3:27])([CH3:25])[CH3:24].[C:31](Cl)(=O)[C:32]1[CH:37]=[CH:36][CH:35]=[CH:34][CH:33]=1.O, predict the reaction product. The product is: [CH2:1]([O:8][C:9]([N:11]1[C@H:16]([CH2:17][O:18][Si:23]([C:26]([CH3:29])([CH3:28])[CH3:27])([CH3:25])[CH3:24])[C@@H:15]2[C@H:19]([O:20][CH2:31][C:32]3[CH:37]=[CH:36][CH:35]=[CH:34][CH:33]=3)[C@H:12]1[C@@H:13]([O:21][CH3:22])[O:14]2)=[O:10])[C:2]1[CH:3]=[CH:4][CH:5]=[CH:6][CH:7]=1. (9) Given the reactants [Cl:1][C:2]1[C:7]([O:8][CH3:9])=[CH:6][C:5]([O:10][CH3:11])=[C:4]([F:12])[C:3]=1[N:13]1[CH2:18][C:17]2[CH:19]=[N:20][C:21]3[NH:25][CH:24]=[CH:23][C:22]=3[C:16]=2[N:15]([CH2:26][CH3:27])[C:14]1=[O:28].C([OH:32])(C)C.O.[Br-].[Br-].[Br-].[NH+]1C=CC=CC=1.[NH+]1C=CC=CC=1.[NH+]1C=CC=CC=1.C(O)(=O)C, predict the reaction product. The product is: [Cl:1][C:2]1[C:7]([O:8][CH3:9])=[CH:6][C:5]([O:10][CH3:11])=[C:4]([F:12])[C:3]=1[N:13]1[CH2:18][C:17]2[CH:19]=[N:20][C:21]3[NH:25][C:24](=[O:32])[CH2:23][C:22]=3[C:16]=2[N:15]([CH2:26][CH3:27])[C:14]1=[O:28]. (10) Given the reactants C1C(C(N[C@H](C(O)=O)CCC(O)=O)=[O:8])=CC=C(NCC2N=C3C(N=C(N)NC3=NC=2)=O)C=1.[CH2:33]1[CH2:38][CH2:37][CH:36]([N:39]=[C:40]=[N:41][CH:42]2[CH2:47][CH2:46][CH2:45][CH2:44][CH2:43]2)[CH2:35][CH2:34]1, predict the reaction product. The product is: [C:40]([NH:39][CH:36]1[CH2:35][CH2:34][CH2:33][CH2:38][CH2:37]1)([NH:41][CH:42]1[CH2:47][CH2:46][CH2:45][CH2:44][CH2:43]1)=[O:8].